This data is from Reaction yield outcomes from USPTO patents with 853,638 reactions. The task is: Predict the reaction yield, written as a fraction of the theoretical maximum amount of product (1.0 means a 100% yield; for example, 0.34 means a 34% yield). (1) The reactants are [CH3:1][O-:2].[Na+].Cl[C:5]1[C:14]2[C:9](=[CH:10][CH:11]=[CH:12][CH:13]=2)[N:8]=[CH:7][CH:6]=1. The catalyst is CO. The product is [CH3:1][O:2][C:5]1[C:14]2[C:9](=[CH:10][CH:11]=[CH:12][CH:13]=2)[N:8]=[CH:7][CH:6]=1. The yield is 0.760. (2) The reactants are [F:1][C:2]([F:23])([F:22])[C:3](=[O:21])[CH2:4][C:5]([C:8]1[C:16]2[O:15][CH2:14][CH2:13][C:12]=2[CH:11]=[C:10]([S:17]([NH2:20])(=[O:19])=[O:18])[CH:9]=1)([CH3:7])[CH3:6].CO[CH:26](OC)[N:27]([CH3:29])[CH3:28]. The catalyst is ClCCl. The product is [CH3:26][N:27]([CH3:29])/[CH:28]=[N:20]/[S:17]([C:10]1[CH:9]=[C:8]([C:5]([CH3:7])([CH3:6])[CH2:4][C:3](=[O:21])[C:2]([F:1])([F:22])[F:23])[C:16]2[O:15][CH2:14][CH2:13][C:12]=2[CH:11]=1)(=[O:19])=[O:18]. The yield is 0.940. (3) The reactants are [C:1]1([C@@H:7]([N@:9]2[CH2:11][CH:10]2[CH2:12][OH:13])[CH3:8])[CH:6]=[CH:5][CH:4]=[CH:3][CH:2]=1.CS(C)=O.C(Cl)(=O)C(Cl)=O.CCN(C(C)C)C(C)C. The catalyst is C(Cl)Cl. The product is [C:1]1([C@@H:7]([N@:9]2[CH2:11][CH:10]2[CH:12]=[O:13])[CH3:8])[CH:2]=[CH:3][CH:4]=[CH:5][CH:6]=1. The yield is 0.810. (4) The reactants are [CH3:1][C:2]([C:4]1[CH:9]=[CH:8][C:7]([C:10]([CH3:13])([CH3:12])[CH3:11])=[CH:6][CH:5]=1)=[O:3].Cl.[CH3:15][NH:16][CH3:17].[CH2:18]=O.Cl. The catalyst is C(O)C. The product is [C:10]([C:7]1[CH:8]=[CH:9][C:4]([C:2](=[O:3])[CH2:1][CH2:15][N:16]([CH3:18])[CH3:17])=[CH:5][CH:6]=1)([CH3:13])([CH3:12])[CH3:11]. The yield is 0.580. (5) The reactants are [NH2:1][C:2]1[C:9]([OH:10])=[C:8]([F:11])[C:7]([Br:12])=[C:6]([CH3:13])[C:3]=1[C:4]#[N:5].C(N(C(C)C)CC)(C)C.[CH:23]1([C:26](Cl)=[O:27])CC1. The catalyst is C(OCC)(=O)C. The product is [C:26]([O:10][C:9]1[C:8]([F:11])=[C:7]([Br:12])[C:6]([CH3:13])=[C:3]([C:4]#[N:5])[C:2]=1[NH2:1])(=[O:27])[CH3:23]. The yield is 0.890. (6) The reactants are [Cl:1][C:2]1[CH:7]=[CH:6][C:5]([S:8]([NH:11][C@@H:12]2[CH2:18][CH2:17][CH2:16][CH2:15][CH2:14][C@H:13]2[CH2:19][OH:20])(=[O:10])=[O:9])=[CH:4][CH:3]=1.C(=O)([O-])[O-].[Cs+].[Cs+].Br[CH2:28][C:29]1[CH:36]=[CH:35][C:32]([C:33]#[N:34])=[CH:31][CH:30]=1. The catalyst is CN(C)C=O. The product is [Cl:1][C:2]1[CH:7]=[CH:6][C:5]([S:8]([N:11]([CH2:28][C:29]2[CH:36]=[CH:35][C:32]([C:33]#[N:34])=[CH:31][CH:30]=2)[C@@H:12]2[CH2:18][CH2:17][CH2:16][CH2:15][CH2:14][C@H:13]2[CH2:19][OH:20])(=[O:9])=[O:10])=[CH:4][CH:3]=1. The yield is 0.900. (7) The reactants are C([Li])CCC.[S:6]1[CH:10]=[CH:9][N:8]=[C:7]1[NH:11][C:12](=[O:15])[O:13][CH3:14].[CH2:16]1[O:26][C:19]2([CH2:24][CH2:23][C:22](=[O:25])[CH2:21][CH2:20]2)[O:18][CH2:17]1.O. The catalyst is C1COCC1.CCOC(C)=O. The product is [OH:25][C:22]1([C:10]2[S:6][C:7]([NH:11][C:12](=[O:15])[O:13][CH3:14])=[N:8][CH:9]=2)[CH2:23][CH2:24][C:19]2([O:18][CH2:17][CH2:16][O:26]2)[CH2:20][CH2:21]1. The yield is 0.510. (8) The reactants are [CH3:1][C:2]1([CH3:10])[O:6][C@@:5]([CH3:9])([CH:7]=O)[CH2:4][O:3]1.Cl.[NH2:12][OH:13].C([O-])([O-])=O.[Na+].[Na+]. The catalyst is O.CO. The product is [CH3:1][C:2]1([CH3:10])[O:6][C@@:5]([CH3:9])([CH:7]=[N:12][OH:13])[CH2:4][O:3]1. The yield is 0.750. (9) The yield is 0.250. The catalyst is C1COCC1.CN(C=O)C. The product is [Cl:1][C:2]1[CH:3]=[C:4]([NH:16][C:17]2[N:22]=[CH:21][N:20]=[C:19]3[NH:23][N:24]=[C:25]([O:26][CH2:27][CH2:28][N:33]4[C:34](=[O:35])[CH2:36][NH:30][C:31]4=[O:32])[C:18]=23)[CH:5]=[CH:6][C:7]=1[O:8][CH2:9][C:10]1[CH:15]=[CH:14][CH:13]=[CH:12][N:11]=1. The reactants are [Cl:1][C:2]1[CH:3]=[C:4]([NH:16][C:17]2[N:22]=[CH:21][N:20]=[C:19]3[NH:23][N:24]=[C:25]([O:26][CH2:27][CH2:28]O)[C:18]=23)[CH:5]=[CH:6][C:7]=1[O:8][CH2:9][C:10]1[CH:15]=[CH:14][CH:13]=[CH:12][N:11]=1.[NH:30]1[CH2:36][C:34](=[O:35])[NH:33][C:31]1=[O:32].C1(P(C2C=CC=CC=2)C2C=CC=CC=2)C=CC=CC=1.N(C(OC(C)(C)C)=O)=NC(OC(C)(C)C)=O. (10) The reactants are [C:1]([NH:4][C:5]1[CH:10]=[C:9]([C:11]2[S:12][C:13]([C:17]([O:19][CH2:20][CH3:21])=[O:18])=[C:14](Br)[N:15]=2)[CH:8]=[CH:7][N:6]=1)(=[O:3])[CH3:2].[Br-].[CH:23]1[C:32]2[C:27](=[CH:28][CH:29]=[CH:30][CH:31]=2)[CH:26]=[CH:25][C:24]=1[CH2:33][Zn+].C1COCC1. The catalyst is CC(C)([P](C(C)(C)C)([Pd][P](C(C)(C)C)(C(C)(C)C)C(C)(C)C)C(C)(C)C)C. The product is [C:1]([NH:4][C:5]1[CH:10]=[C:9]([C:11]2[S:12][C:13]([C:17]([O:19][CH2:20][CH3:21])=[O:18])=[C:14]([CH2:33][C:24]3[CH:25]=[CH:26][C:27]4[C:32](=[CH:31][CH:30]=[CH:29][CH:28]=4)[CH:23]=3)[N:15]=2)[CH:8]=[CH:7][N:6]=1)(=[O:3])[CH3:2]. The yield is 0.400.